Regression. Given a peptide amino acid sequence and an MHC pseudo amino acid sequence, predict their binding affinity value. This is MHC class II binding data. From a dataset of Peptide-MHC class II binding affinity with 134,281 pairs from IEDB. (1) The peptide sequence is YEKFLANVSTVLTGK. The MHC is DRB3_0202 with pseudo-sequence DRB3_0202. The binding affinity (normalized) is 0.958. (2) The binding affinity (normalized) is 0.597. The MHC is HLA-DPA10201-DPB11401 with pseudo-sequence HLA-DPA10201-DPB11401. The peptide sequence is EKKYEAATQFEPLAA. (3) The peptide sequence is FHKRDMRLLSLAVSSHHHHHH. The MHC is DRB1_1101 with pseudo-sequence DRB1_1101. The binding affinity (normalized) is 0.936.